From a dataset of Reaction yield outcomes from USPTO patents with 853,638 reactions. Predict the reaction yield, written as a fraction of the theoretical maximum amount of product (1.0 means a 100% yield; for example, 0.34 means a 34% yield). (1) The reactants are [F:1][C:2]([F:7])([F:6])[C:3]([OH:5])=[O:4].FC(F)(F)C(O)=O.[Cl:15][C:16]1[CH:17]=[N:18][C:19]2[NH:20][C:21]3[CH:22]=[CH:23][CH:24]=[C:25]([CH:46]=3)[CH2:26][CH2:27][C:28]3[CH:36]=[C:32]([NH:33][C:34]=1[N:35]=2)[CH:31]=[CH:30][C:29]=3[NH:37][C:38]([CH:40]1[CH2:45][CH2:44][NH:43][CH2:42][CH2:41]1)=[O:39].[CH3:47][C:48]1[C:52]([C:53](Cl)=[O:54])=[C:51]([CH3:56])[O:50][N:49]=1. No catalyst specified. The product is [F:1][C:2]([F:7])([F:6])[C:3]([OH:5])=[O:4].[Cl:15][C:16]1[CH:17]=[N:18][C:19]2[NH:20][C:21]3[CH:22]=[CH:23][CH:24]=[C:25]([CH:46]=3)[CH2:26][CH2:27][C:28]3[CH:36]=[C:32]([NH:33][C:34]=1[N:35]=2)[CH:31]=[CH:30][C:29]=3[NH:37][C:38]([CH:40]1[CH2:45][CH2:44][N:43]([C:53]([C:52]2[C:48]([CH3:47])=[N:49][O:50][C:51]=2[CH3:56])=[O:54])[CH2:42][CH2:41]1)=[O:39]. The yield is 0.360. (2) The reactants are [CH3:1][N:2]([CH3:34])[C:3]([C:5]1[CH:6]=[C:7]([CH:12]2[CH:21]([C:22]3[N:23]([CH3:27])[CH:24]=[CH:25][N:26]=3)[C:20](=O)[C:19]3[C:18]([C:29]([O:31]CC)=O)=[CH:17][CH:16]=[CH:15][C:14]=3[NH:13]2)[CH:8]=[CH:9][C:10]=1[F:11])=[O:4].O.[NH2:36][NH2:37]. The catalyst is CO. The product is [F:11][C:10]1[CH:9]=[CH:8][C:7]([CH:12]2[NH:13][C:14]3[C:19]4[C:20](=[N:36][NH:37][C:29](=[O:31])[C:18]=4[CH:17]=[CH:16][CH:15]=3)[CH:21]2[C:22]2[N:23]([CH3:27])[CH:24]=[CH:25][N:26]=2)=[CH:6][C:5]=1[C:3]([N:2]([CH3:1])[CH3:34])=[O:4]. The yield is 0.300. (3) The reactants are [OH-].[Na+].[N+:3]([CH3:6])([O-:5])=[O:4].OC(C)CO[C:11]1[C:12]([B:19]2[O:23][C:22]([CH3:25])(C)[C:21]([CH3:27])(C)[O:20]2)=[C:13](C=[CH:17][CH:18]=1)[CH:14]=[O:15].Cl. The catalyst is O.CCCCCCCCCCCCCCCC[N+](C)(C)C.[Br-]. The product is [CH3:25][CH:22]1[C:13]2[CH2:14][O:15][CH:17]=[CH:18][C:11]3=[CH:27][CH:21]([CH2:6][N+:3]([O-:5])=[O:4])[O:20][B:19]([C:12]=23)[O:23]1. The yield is 0.330.